This data is from Forward reaction prediction with 1.9M reactions from USPTO patents (1976-2016). The task is: Predict the product of the given reaction. (1) Given the reactants [F:1][C:2]1[CH:7]=[CH:6][CH:5]=[CH:4][C:3]=1[C:8]1[NH:12][CH:11]=[C:10]([CH:13]=O)[CH:9]=1.[BH4-].[Na+].O.[CH3:18][NH2:19], predict the reaction product. The product is: [F:1][C:2]1[CH:7]=[CH:6][CH:5]=[CH:4][C:3]=1[C:8]1[NH:12][CH:11]=[C:10]([CH2:13][NH:19][CH3:18])[CH:9]=1. (2) Given the reactants [CH2:1]1[C:10]2[C:5](=[CH:6][C:7]([C:11]3[CH:16]=[CH:15][C:14]([CH2:17][CH2:18][OH:19])=[CH:13][CH:12]=3)=[CH:8][CH:9]=2)[CH2:4][CH2:3][NH:2]1.C(N(CC)CC)C.[C:27]([Si:31](Cl)([CH3:33])[CH3:32])([CH3:30])([CH3:29])[CH3:28], predict the reaction product. The product is: [Si:31]([O:19][CH2:18][CH2:17][C:14]1[CH:15]=[CH:16][C:11]([C:7]2[CH:6]=[C:5]3[C:10](=[CH:9][CH:8]=2)[CH2:1][NH:2][CH2:3][CH2:4]3)=[CH:12][CH:13]=1)([C:27]([CH3:30])([CH3:29])[CH3:28])([CH3:33])[CH3:32]. (3) Given the reactants [CH3:1][C:2]1[CH:3]=[C:4]([C:12]2[CH:17]=[C:16]([C:18]([F:21])([F:20])[F:19])[N:15]3[N:22]=[CH:23][C:24]([C:25]([OH:27])=O)=[C:14]3[N:13]=2)[CH:5]=[CH:6][C:7]=1[C:8]([F:11])([F:10])[F:9].[OH:28][CH2:29][C:30]([NH:33][S:34]([C:37]1[S:41][C:40]([NH2:42])=[N:39][C:38]=1[CH3:43])(=[O:36])=[O:35])([CH3:32])[CH3:31], predict the reaction product. The product is: [OH:28][CH2:29][C:30]([NH:33][S:34]([C:37]1[S:41][C:40]([NH:42][C:25]([C:24]2[CH:23]=[N:22][N:15]3[C:16]([C:18]([F:20])([F:21])[F:19])=[CH:17][C:12]([C:4]4[CH:5]=[CH:6][C:7]([C:8]([F:9])([F:10])[F:11])=[C:2]([CH3:1])[CH:3]=4)=[N:13][C:14]=23)=[O:27])=[N:39][C:38]=1[CH3:43])(=[O:36])=[O:35])([CH3:32])[CH3:31]. (4) The product is: [CH3:1][O:2][C:3]1[N:8]=[C:7]([CH3:9])[C:6]([NH:10][C:19](=[O:20])[O:21][C:22]2[CH:27]=[CH:26][CH:25]=[CH:24][CH:23]=2)=[CH:5][CH:4]=1. Given the reactants [CH3:1][O:2][C:3]1[N:8]=[C:7]([CH3:9])[C:6]([NH2:10])=[CH:5][CH:4]=1.C(N(CC)CC)C.Cl[C:19]([O:21][C:22]1[CH:27]=[CH:26][CH:25]=[CH:24][CH:23]=1)=[O:20], predict the reaction product. (5) Given the reactants [Si]([O:8][C:9]1[CH:10]=[CH:11][C:12]([Cl:26])=[C:13]([CH:25]=1)[NH:14][C@@H:15]([C:17]1[CH:22]=[CH:21][C:20]([Cl:23])=[CH:19][C:18]=1[Cl:24])[CH3:16])(C(C)(C)C)(C)C.[F-].C([N+](CCCC)(CCCC)CCCC)CCC, predict the reaction product. The product is: [Cl:26][C:12]1[CH:11]=[CH:10][C:9]([OH:8])=[CH:25][C:13]=1[NH:14][C@@H:15]([C:17]1[CH:22]=[CH:21][C:20]([Cl:23])=[CH:19][C:18]=1[Cl:24])[CH3:16]. (6) Given the reactants [NH2:1][C:2]1[CH:3]=[CH:4][C:5]([I:11])=[C:6]([CH:10]=1)[C:7]([NH2:9])=[O:8].[C:12]1([CH:18]([CH2:22][CH3:23])[C:19](Cl)=[O:20])[CH:17]=[CH:16][CH:15]=[CH:14][CH:13]=1.N1C=CC=CC=1.C(OCC)(=O)C, predict the reaction product. The product is: [I:11][C:5]1[CH:4]=[CH:3][C:2]([NH:1][C:19](=[O:20])[CH:18]([C:12]2[CH:17]=[CH:16][CH:15]=[CH:14][CH:13]=2)[CH2:22][CH3:23])=[CH:10][C:6]=1[C:7]([NH2:9])=[O:8]. (7) Given the reactants C(NC1SC(S(Cl)(=O)=O)=C(C)N=1)(=O)C.C[O:16][C:17](=[O:78])[C@@H:18]([NH:32][C:33]([CH:35]1[CH2:44][C:43]2[CH:42]=[C:41]3[O:45][CH2:46][C@H:47]([C:49]4[CH:54]=[CH:53][C:52]([O:55][CH2:56][C:57]5[CH:62]=[CH:61][C:60]([Cl:63])=[C:59]([Cl:64])[CH:58]=5)=[CH:51][CH:50]=4)[O:48][C:40]3=[CH:39][C:38]=2[CH2:37][N:36]1[S:65]([C:68]1[S:72][C:71]([NH:73]C(=O)C)=[N:70][C:69]=1[CH3:77])(=[O:67])=[O:66])=[O:34])[CH2:19][C:20]1[CH:25]=[CH:24][C:23]([C:26]2[CH:31]=[CH:30][CH:29]=[CH:28][CH:27]=2)=[CH:22][CH:21]=1, predict the reaction product. The product is: [NH2:73][C:71]1[S:72][C:68]([S:65]([N:36]2[CH:35]([C:33]([NH:32][C@@H:18]([CH2:19][C:20]3[CH:25]=[CH:24][C:23]([C:26]4[CH:31]=[CH:30][CH:29]=[CH:28][CH:27]=4)=[CH:22][CH:21]=3)[C:17]([OH:78])=[O:16])=[O:34])[CH2:44][C:43]3[CH:42]=[C:41]4[O:45][CH2:46][C@H:47]([C:49]5[CH:54]=[CH:53][C:52]([O:55][CH2:56][C:57]6[CH:62]=[CH:61][C:60]([Cl:63])=[C:59]([Cl:64])[CH:58]=6)=[CH:51][CH:50]=5)[O:48][C:40]4=[CH:39][C:38]=3[CH2:37]2)(=[O:67])=[O:66])=[C:69]([CH3:77])[N:70]=1.